Predict the reactants needed to synthesize the given product. From a dataset of Full USPTO retrosynthesis dataset with 1.9M reactions from patents (1976-2016). (1) The reactants are: [C:1]12([C:11]3[CH:12]=[C:13]([C:18]4[CH:23]=[CH:22][CH:21]=[C:20]([CH2:24][CH:25]5[S:29][C:28](=S)[NH:27][C:26]5=[O:31])[CH:19]=4)[CH:14]=[CH:15][C:16]=3[OH:17])[CH2:10][CH:5]3[CH2:6][CH:7]([CH2:9][CH:3]([CH2:4]3)[CH2:2]1)[CH2:8]2.[CH3:32][NH:33][CH3:34]. Given the product [C:1]12([C:11]3[CH:12]=[C:13]([C:18]4[CH:23]=[CH:22][CH:21]=[C:20]([CH2:24][CH:25]5[S:29][C:28]([N:33]([CH3:34])[CH3:32])=[N:27][C:26]5=[O:31])[CH:19]=4)[CH:14]=[CH:15][C:16]=3[OH:17])[CH2:2][CH:3]3[CH2:4][CH:5]([CH2:6][CH:7]([CH2:9]3)[CH2:8]1)[CH2:10]2, predict the reactants needed to synthesize it. (2) Given the product [Br:1][C:2]1[CH:3]=[CH:4][C:5]([Cl:17])=[C:6]([CH2:7][C:8]2[CH:15]=[CH:14][C:11]([CH:12]=[CH2:18])=[CH:10][CH:9]=2)[CH:16]=1, predict the reactants needed to synthesize it. The reactants are: [Br:1][C:2]1[CH:3]=[CH:4][C:5]([Cl:17])=[C:6]([CH:16]=1)[CH2:7][C:8]1[CH:15]=[CH:14][C:11]([CH:12]=O)=[CH:10][CH:9]=1.[C:18]([O-])(O)=O.[Na+]. (3) Given the product [C:1]([O:5][C:6](=[O:19])[NH:7][C:8]1[CH:13]=[C:12]([N:20]2[CH2:24][CH2:23][CH2:22][CH2:21]2)[C:11]([Cl:15])=[CH:10][C:9]=1[N+:16]([O-:18])=[O:17])([CH3:4])([CH3:3])[CH3:2], predict the reactants needed to synthesize it. The reactants are: [C:1]([O:5][C:6](=[O:19])[NH:7][C:8]1[CH:13]=[C:12](Cl)[C:11]([Cl:15])=[CH:10][C:9]=1[N+:16]([O-:18])=[O:17])([CH3:4])([CH3:3])[CH3:2].[NH:20]1[CH2:24][CH2:23][CH2:22][CH2:21]1.